Dataset: Full USPTO retrosynthesis dataset with 1.9M reactions from patents (1976-2016). Task: Predict the reactants needed to synthesize the given product. Given the product [NH2:1][C:2]1[C:7]([C:8]([OH:10])=[O:9])=[CH:6][N:5]=[CH:4][C:3]=1[Br:15], predict the reactants needed to synthesize it. The reactants are: [NH2:1][C:2]1[C:7]([C:8]([OH:10])=[O:9])=[CH:6][N:5]=[CH:4][CH:3]=1.C(O)(=O)C.[Br:15]Br.